The task is: Predict the product of the given reaction.. This data is from Forward reaction prediction with 1.9M reactions from USPTO patents (1976-2016). (1) Given the reactants [CH3:1][N:2]1[CH2:7][CH2:6][N:5]([C:8]2[CH:9]=[C:10]([C:14](=[O:16])[CH3:15])[CH:11]=[CH:12][CH:13]=2)[CH2:4][CH2:3]1.[CH:17]([C:19]1[CH:20]=[C:21](/[CH:25]=[CH:26]/[C:27]([O:29]C(C)(C)C)=[O:28])[CH:22]=[CH:23][CH:24]=1)=O.[OH-].[K+], predict the reaction product. The product is: [CH3:1][N:2]1[CH2:7][CH2:6][N:5]([C:8]2[CH:9]=[C:10]([C:14](=[O:16])/[CH:15]=[CH:17]/[C:19]3[CH:20]=[C:21](/[CH:25]=[CH:26]/[C:27]([OH:29])=[O:28])[CH:22]=[CH:23][CH:24]=3)[CH:11]=[CH:12][CH:13]=2)[CH2:4][CH2:3]1. (2) Given the reactants [NH2:1][CH2:2][C@H:3]1[CH2:8][N:7]([S:9]([C:12]2[S:13][CH:14]=[CH:15][CH:16]=2)(=[O:11])=[O:10])[CH2:6][CH2:5][N:4]1[C:17]1[CH:22]=[CH:21][C:20]([C:23]([OH:29])([CH3:28])[C:24]([F:27])([F:26])[F:25])=[CH:19][CH:18]=1.[C:30]1(=O)[CH2:33][CH2:32][CH2:31]1.C[Si](C)(C)[C:37]#[N:38], predict the reaction product. The product is: [S:13]1[CH:14]=[CH:15][CH:16]=[C:12]1[S:9]([N:7]1[CH2:6][CH2:5][N:4]([C:17]2[CH:18]=[CH:19][C:20]([C:23]([OH:29])([CH3:28])[C:24]([F:26])([F:27])[F:25])=[CH:21][CH:22]=2)[C@@H:3]([CH2:2][NH:1][C:30]2([C:37]#[N:38])[CH2:33][CH2:32][CH2:31]2)[CH2:8]1)(=[O:10])=[O:11]. (3) Given the reactants [F:1][C@@H:2]1[C@@H:6]([OH:7])[CH2:5][C@H:4]([C:8]([O:10][CH2:11][CH3:12])=[O:9])[CH2:3]1.[CH3:13][C:14]([Si:17](Cl)([CH3:19])[CH3:18])([CH3:16])[CH3:15].N1C=CN=C1, predict the reaction product. The product is: [Si:17]([O:7][C@@H:6]1[C@@H:2]([F:1])[CH2:3][C@@H:4]([C:8]([O:10][CH2:11][CH3:12])=[O:9])[CH2:5]1)([C:14]([CH3:16])([CH3:15])[CH3:13])([CH3:19])[CH3:18].